This data is from Reaction yield outcomes from USPTO patents with 853,638 reactions. The task is: Predict the reaction yield, written as a fraction of the theoretical maximum amount of product (1.0 means a 100% yield; for example, 0.34 means a 34% yield). No catalyst specified. The product is [CH3:51][C:52]([CH3:69])([CH3:68])/[CH:53]=[CH:54]/[C:55]1[C:63]2[O:62][CH:61]([CH2:64][NH2:65])[CH2:60][C:59]=2[CH:58]=[CH:57][CH:56]=1. The yield is 0.280. The reactants are CC1C=CC(S(OCC2CC3C=CC=C(/C=C/C(C)(C)C)C=3O2)(=O)=O)=CC=1.[N-]=[N+]=[N-].[Na+].N(CC1CC2C=C(Cl)C=C(C3C=CSC=3)C=2O1)=[N+]=[N-].[CH3:51][C:52]([CH3:69])([CH3:68])/[CH:53]=[CH:54]/[C:55]1[C:63]2[O:62][CH:61]([CH2:64][N:65]=[N+]=[N-])[CH2:60][C:59]=2[CH:58]=[CH:57][CH:56]=1.[N-]=[N+]=[N-].C1(P(C2C=CC=CC=2)C2C=CC=CC=2)C=CC=CC=1.